From a dataset of Reaction yield outcomes from USPTO patents with 853,638 reactions. Predict the reaction yield, written as a fraction of the theoretical maximum amount of product (1.0 means a 100% yield; for example, 0.34 means a 34% yield). (1) The reactants are [NH2:1][C:2]1[CH:3]=[N:4][CH:5]=[CH:6][C:7]=1[CH2:8][OH:9].[H-].[Na+].F[C:13]1[C:22]2[C:17](=[CH:18][CH:19]=[CH:20][CH:21]=2)[C:16]([N+:23]([O-:25])=[O:24])=[CH:15][CH:14]=1.CO. The catalyst is C1COCC1. The product is [N+:23]([C:16]1[C:17]2[C:22](=[CH:21][CH:20]=[CH:19][CH:18]=2)[C:13]([O:9][CH2:8][C:7]2[CH:6]=[CH:5][N:4]=[CH:3][C:2]=2[NH2:1])=[CH:14][CH:15]=1)([O-:25])=[O:24]. The yield is 0.770. (2) The reactants are N[C:2]1[C:3]([CH:12]([CH3:14])[CH3:13])=[C:4]([OH:11])[CH:5]=[C:6]([N+:8]([O-:10])=[O:9])[CH:7]=1.[C:15]([O-:18])([O-])=O.[K+].[K+].[C:21]([CH2:23]OS(C1C(C)=CC=CC=1)(=O)=O)#[N:22].O. The catalyst is CN(C=O)C. The product is [CH:12]([C:3]1[CH:2]=[C:7]([O:18][CH3:15])[C:6]([N+:8]([O-:10])=[O:9])=[CH:5][C:4]=1[O:11][CH2:23][C:21]#[N:22])([CH3:14])[CH3:13]. The yield is 0.760. (3) The reactants are [F:1][C:2]1[CH:7]=[C:6]([O:8][CH2:9][CH2:10][O:11][CH3:12])[CH:5]=[CH:4][C:3]=1[NH:13][C:14]1[O:15][CH2:16][C:17](=[O:24])[C:18]=1[C:19]([O:21][CH2:22][CH3:23])=[O:20].[NH:25]1[C:33]2[C:28](=[CH:29][CH:30]=[CH:31][N:32]=2)[C:27]([CH:34]=O)=[CH:26]1.[OH-].[Na+]. The catalyst is C(O)C.Cl. The product is [NH:25]1[C:33]2=[N:32][CH:31]=[CH:30][CH:29]=[C:28]2[C:27]([CH:34]=[C:16]2[O:15][C:14]([NH:13][C:3]3[CH:4]=[CH:5][C:6]([O:8][CH2:9][CH2:10][O:11][CH3:12])=[CH:7][C:2]=3[F:1])=[C:18]([C:19]([O:21][CH2:22][CH3:23])=[O:20])[C:17]2=[O:24])=[CH:26]1. The yield is 0.320.